From a dataset of Catalyst prediction with 721,799 reactions and 888 catalyst types from USPTO. Predict which catalyst facilitates the given reaction. (1) Reactant: CC([O-])(C)C.[Li+].Br[C:8]1[N:13]=[C:12]([C:14]([O:16][CH3:17])=[O:15])[CH:11]=[N:10][C:9]=1[N:18]1[CH2:21][C:20]([F:23])([F:22])[CH2:19]1.[F:24][CH:25]([F:28])[CH2:26][OH:27].Cl. Product: [F:22][C:20]1([F:23])[CH2:21][N:18]([C:9]2[N:10]=[CH:11][C:12]([C:14]([O:16][CH3:17])=[O:15])=[N:13][C:8]=2[O:27][CH2:26][CH:25]([F:28])[F:24])[CH2:19]1. The catalyst class is: 3. (2) Reactant: [Br:1][C:2]1[C:3]([C:8]([OH:10])=[O:9])=[N:4][CH:5]=[CH:6][CH:7]=1.OS(O)(=O)=O.[CH3:16]O. The catalyst class is: 389. Product: [Br:1][C:2]1[C:3]([C:8]([O:10][CH3:16])=[O:9])=[N:4][CH:5]=[CH:6][CH:7]=1. (3) Reactant: CC1C=CC(S(O[CH:12]([C:17]2[CH:22]=[CH:21][C:20]([O:23][C:24]3[CH:29]=[CH:28][CH:27]=[C:26]([F:30])[N:25]=3)=[C:19]([O:31][CH3:32])[CH:18]=2)[C:13]([F:16])([F:15])[F:14])(=O)=O)=CC=1.[H][H]. Product: [F:30][C:26]1[CH:27]=[CH:28][CH:29]=[C:24]([O:23][C:20]2[CH:21]=[CH:22][C:17]([CH2:12][C:13]([F:16])([F:14])[F:15])=[CH:18][C:19]=2[O:31][CH3:32])[N:25]=1. The catalyst class is: 29.